This data is from Catalyst prediction with 721,799 reactions and 888 catalyst types from USPTO. The task is: Predict which catalyst facilitates the given reaction. (1) Reactant: [F:1][C:2]([S:5][C:6]1[CH:11]=[CH:10][C:9]([CH:12]=[CH:13][C:14]([OH:16])=O)=[CH:8][CH:7]=1)([F:4])[F:3].C(Cl)(=O)C(Cl)=O.[NH3:23]. Product: [F:1][C:2]([S:5][C:6]1[CH:11]=[CH:10][C:9]([CH:12]=[CH:13][C:14]([NH2:23])=[O:16])=[CH:8][CH:7]=1)([F:4])[F:3]. The catalyst class is: 213. (2) Reactant: [O:1]1[CH2:6][CH2:5][N:4]([C:7]2[CH:15]=[C:14]3[C:10]([C:11]([CH:16]=[O:17])=[CH:12][NH:13]3)=[CH:9][CH:8]=2)[CH2:3][CH2:2]1.[C:18](O[C:18]([O:20][C:21]([CH3:24])([CH3:23])[CH3:22])=[O:19])([O:20][C:21]([CH3:24])([CH3:23])[CH3:22])=[O:19].C(N(CC)CC)C. Product: [CH:16]([C:11]1[C:10]2[C:14](=[CH:15][C:7]([N:4]3[CH2:5][CH2:6][O:1][CH2:2][CH2:3]3)=[CH:8][CH:9]=2)[N:13]([C:18]([O:20][C:21]([CH3:24])([CH3:23])[CH3:22])=[O:19])[CH:12]=1)=[O:17]. The catalyst class is: 154. (3) Reactant: [OH:1][C:2]1[CH:16]=[C:15]([CH3:17])[CH:14]=[CH:13][C:3]=1[O:4][C:5]1[CH:12]=[CH:11][C:8]([C:9]#[N:10])=[CH:7][CH:6]=1.[NH2:18][NH2:19]. Product: [NH2:18][NH:19][C:9](=[NH:10])[C:8]1[CH:7]=[CH:6][C:5]([O:4][C:3]2[CH:13]=[CH:14][C:15]([CH3:17])=[CH:16][C:2]=2[OH:1])=[CH:12][CH:11]=1. The catalyst class is: 8. (4) Reactant: [F:1][C:2]1[CH:3]=[C:4]([CH:26]=[CH:27][C:28]=1[O:29][CH3:30])[CH2:5][C:6]1[C:15]2[NH:16][C:17]3[CH:18]=[CH:19][CH:20]=[CH:21][C:22]=3[C:14]=2[C:13]2[C@@H:12]([OH:23])[CH2:11][C:10]([CH3:25])([CH3:24])[CH2:9][C:8]=2[N:7]=1.[C:31]([OH:38])(=[O:37])[CH2:32][CH2:33][C:34]([OH:36])=[O:35]. Product: [C:31]([OH:38])(=[O:37])[CH2:32][CH2:33][C:34]([OH:36])=[O:35].[F:1][C:2]1[CH:3]=[C:4]([CH:26]=[CH:27][C:28]=1[O:29][CH3:30])[CH2:5][C:6]1[C:15]2[NH:16][C:17]3[CH:18]=[CH:19][CH:20]=[CH:21][C:22]=3[C:14]=2[C:13]2[C@@H:12]([OH:23])[CH2:11][C:10]([CH3:25])([CH3:24])[CH2:9][C:8]=2[N:7]=1. The catalyst class is: 21. (5) Product: [CH:1]1([N:6]2[C:11]3[N:12]=[C:13]([NH:34][CH3:33])[N:14]=[C:15]([CH3:16])[C:10]=3[CH:9]=[C:8]([C:21]3[CH:22]=[N:23][N:24]([CH2:26][CH2:27][OH:28])[CH:25]=3)[C:7]2=[O:32])[CH2:5][CH2:4][CH2:3][CH2:2]1. The catalyst class is: 1. Reactant: [CH:1]1([N:6]2[C:11]3[N:12]=[C:13](S(C)(=O)=O)[N:14]=[C:15]([CH3:16])[C:10]=3[CH:9]=[C:8]([C:21]3[CH:22]=[N:23][N:24]([CH2:26][CH2:27][O:28]COC)[CH:25]=3)[C:7]2=[O:32])[CH2:5][CH2:4][CH2:3][CH2:2]1.[CH3:33][NH2:34].